This data is from Full USPTO retrosynthesis dataset with 1.9M reactions from patents (1976-2016). The task is: Predict the reactants needed to synthesize the given product. (1) Given the product [C:12]([C:9]1[O:10][C:11]2[C:3]([CH2:2][O:15][C:16]3[CH:21]=[CH:20][C:19]([CH2:22][CH2:23][C:24]([O:26][CH2:27][CH3:28])=[O:25])=[C:18]([CH3:29])[C:17]=3[CH3:30])=[CH:4][C:5]([F:14])=[CH:6][C:7]=2[CH:8]=1)#[N:13], predict the reactants needed to synthesize it. The reactants are: Br[CH2:2][C:3]1[C:11]2[O:10][C:9]([C:12]#[N:13])=[CH:8][C:7]=2[CH:6]=[C:5]([F:14])[CH:4]=1.[OH:15][C:16]1[CH:21]=[CH:20][C:19]([CH2:22][CH2:23][C:24]([O:26][CH2:27][CH3:28])=[O:25])=[C:18]([CH3:29])[C:17]=1[CH3:30].C(=O)([O-])[O-].[K+].[K+]. (2) Given the product [CH2:1]([O:8][C:9](=[O:17])[CH2:10][CH2:11][CH:12]([Br:18])[C:14]([OH:16])=[O:15])[C:2]1[CH:7]=[CH:6][CH:5]=[CH:4][CH:3]=1, predict the reactants needed to synthesize it. The reactants are: [CH2:1]([O:8][C:9](=[O:17])[CH2:10][CH2:11][C@@H:12]([C:14]([OH:16])=[O:15])N)[C:2]1[CH:7]=[CH:6][CH:5]=[CH:4][CH:3]=1.[Br-:18].[Na+].N([O-])=O.[Na+].S(=O)(=O)(O)O.